Dataset: Reaction yield outcomes from USPTO patents with 853,638 reactions. Task: Predict the reaction yield, written as a fraction of the theoretical maximum amount of product (1.0 means a 100% yield; for example, 0.34 means a 34% yield). (1) The reactants are C[CH:2]([N:14]1[CH2:19][CH2:18][NH:17][CH2:16][CH2:15]1)[C:3]1[CH:4]=[C:5]([CH:7]=[C:8]([C:10]([F:13])([F:12])[F:11])[CH:9]=1)[NH2:6].[C:20](N1C=CN=C1)(N1C=CN=C1)=[O:21].[NH2:32][C:33]1[CH:38]=[CH:37][C:36]([N:39]2[CH:47]=[N:46][C:45]3[C:40]2=[N:41][CH:42]=[N:43][C:44]=3[NH:48][CH3:49])=[CH:35][CH:34]=1.[CH3:50]N(C)C=O. The catalyst is ClCCl. The product is [CH3:49][NH:48][C:44]1[N:43]=[CH:42][N:41]=[C:40]2[C:45]=1[N:46]=[CH:47][N:39]2[C:36]1[CH:37]=[CH:38][C:33]([NH:32][C:20]([NH:6][C:5]2[CH:7]=[C:8]([C:10]([F:11])([F:12])[F:13])[CH:9]=[C:3]([CH2:2][N:14]3[CH2:15][CH2:16][N:17]([CH3:50])[CH2:18][CH2:19]3)[CH:4]=2)=[O:21])=[CH:34][CH:35]=1. The yield is 0.620. (2) The reactants are [Si:1]([O:8][C@@H:9]1[CH2:12][C@H:11]([CH:13]=O)[CH2:10]1)([C:4]([CH3:7])([CH3:6])[CH3:5])([CH3:3])[CH3:2].[CH3:15][C:16]([S:19]([NH2:21])=[O:20])([CH3:18])[CH3:17]. The catalyst is C(Cl)Cl.[O-]S([O-])(=O)=O.[Cu+2]. The product is [Si:1]([O:8][C@@H:9]1[CH2:12][C@H:11](/[CH:13]=[N:21]/[S:19]([C:16]([CH3:18])([CH3:17])[CH3:15])=[O:20])[CH2:10]1)([C:4]([CH3:7])([CH3:6])[CH3:5])([CH3:3])[CH3:2]. The yield is 0.480. (3) The reactants are [F:1][C:2]1[CH:11]=[C:10]([NH:12][S:13]([C:16]2[CH:21]=[CH:20][CH:19]=[CH:18][N:17]=2)(=[O:15])=[O:14])[C:9]([F:22])=[CH:8][C:3]=1[C:4]([O:6]C)=[O:5].[OH-].[Li+].Cl. The catalyst is CO. The product is [F:1][C:2]1[CH:11]=[C:10]([NH:12][S:13]([C:16]2[CH:21]=[CH:20][CH:19]=[CH:18][N:17]=2)(=[O:15])=[O:14])[C:9]([F:22])=[CH:8][C:3]=1[C:4]([OH:6])=[O:5]. The yield is 0.930. (4) The product is [Cl:1][C:2]1[CH:18]=[CH:17][C:5]2[CH2:6][CH2:7][N:8]([C:11](=[O:16])[C:12]([F:15])([F:14])[F:13])[CH2:9][CH2:10][C:4]=2[C:3]=1[NH:43][CH2:42][C:41]1[CH:40]=[CH:39][C:38]([C:34]2[CH:33]=[C:32]([NH:31][CH2:30][CH:27]3[CH2:29][CH2:28]3)[N:37]=[CH:36][N:35]=2)=[CH:45][CH:44]=1. No catalyst specified. The yield is 0.780. The reactants are [Cl:1][C:2]1[CH:18]=[CH:17][C:5]2[CH2:6][CH2:7][N:8]([C:11](=[O:16])[C:12]([F:15])([F:14])[F:13])[CH2:9][CH2:10][C:4]=2[C:3]=1OS(C(F)(F)F)(=O)=O.[CH:27]1([CH2:30][NH:31][C:32]2[N:37]=[CH:36][N:35]=[C:34]([C:38]3[CH:45]=[CH:44][C:41]([CH2:42][NH2:43])=[CH:40][CH:39]=3)[CH:33]=2)[CH2:29][CH2:28]1.